This data is from Forward reaction prediction with 1.9M reactions from USPTO patents (1976-2016). The task is: Predict the product of the given reaction. (1) Given the reactants [C:1]([O:5][OH:6])([CH3:4])([CH3:3])[CH3:2].[OH-].[K+].[C:9](Cl)(=[O:13])[CH:10]([CH3:12])[CH3:11].Cl.CCCCCCCCCC(C)C, predict the reaction product. The product is: [C:9]([O:6][O:5][C:1]([CH3:4])([CH3:3])[CH3:2])(=[O:13])[CH:10]([CH3:12])[CH3:11]. (2) The product is: [NH:3]1[C:4]([CH2:6][CH2:7][CH2:8][C:9]([NH:13][CH2:14][CH:15]2[CH2:20][CH2:19][N:18]([C:21]([O:23][CH2:24][C:25]3[CH:26]=[C:27]([Cl:32])[CH:28]=[C:29]([Cl:31])[CH:30]=3)=[O:22])[CH2:17][CH2:16]2)=[O:11])=[CH:5][N:1]=[N:2]1. Given the reactants [NH:1]1[CH:5]=[C:4]([CH2:6][CH2:7][CH2:8][C:9]([OH:11])=O)[N:3]=[N:2]1.Cl.[NH2:13][CH2:14][CH:15]1[CH2:20][CH2:19][N:18]([C:21]([O:23][CH2:24][C:25]2[CH:30]=[C:29]([Cl:31])[CH:28]=[C:27]([Cl:32])[CH:26]=2)=[O:22])[CH2:17][CH2:16]1.CN(C(ON1N=NC2C=CC=NC1=2)=[N+](C)C)C.F[P-](F)(F)(F)(F)F, predict the reaction product. (3) Given the reactants [F:1][C:2]([F:20])([F:19])[C:3]([C:9]1[CH:10]=[C:11]2[C:15](=[CH:16][CH:17]=1)[NH:14][CH:13]([CH3:18])[CH2:12]2)([OH:8])[C:4]([F:7])([F:6])[F:5].Br[CH2:22][CH2:23][C:24]1[N:25]=[C:26]([C:35]2[CH:40]=[CH:39][CH:38]=[CH:37][CH:36]=2)[O:27][C:28]=1[C:29]1[CH:34]=[CH:33][CH:32]=[CH:31][CH:30]=1, predict the reaction product. The product is: [C:35]1([C:26]2[O:27][C:28]([C:29]3[CH:30]=[CH:31][CH:32]=[CH:33][CH:34]=3)=[C:24]([CH2:23][CH2:22][N:14]3[C:15]4[C:11](=[CH:10][C:9]([C:3]([OH:8])([C:2]([F:1])([F:19])[F:20])[C:4]([F:7])([F:6])[F:5])=[CH:17][CH:16]=4)[CH2:12][CH:13]3[CH3:18])[N:25]=2)[CH:40]=[CH:39][CH:38]=[CH:37][CH:36]=1.